From a dataset of Forward reaction prediction with 1.9M reactions from USPTO patents (1976-2016). Predict the product of the given reaction. Given the reactants [Br:1][C:2]1[CH:3]=[CH:4][C:5]([F:9])=[C:6]([OH:8])[CH:7]=1.Br[CH2:11][CH2:12][CH3:13].C([O-])([O-])=O.[K+].[K+], predict the reaction product. The product is: [Br:1][C:2]1[CH:3]=[CH:4][C:5]([F:9])=[C:6]([O:8][CH2:11][CH2:12][CH3:13])[CH:7]=1.